Dataset: Catalyst prediction with 721,799 reactions and 888 catalyst types from USPTO. Task: Predict which catalyst facilitates the given reaction. Reactant: O[C:2]1[CH:11]=[C:10]2[C:5]([CH:6]=[CH:7][CH:8]=[C:9]2[NH:12]C(=O)OC(C)(C)C)=[CH:4][CH:3]=1.C(N([CH2:25][CH3:26])CC)C.CS(O[S:32]([CH3:35])(=O)=O)(=O)=O.[C:36](=O)(O)[O-].[Na+]. Product: [CH:26]1([C:6]2[C:5]3[C:10](=[CH:11][CH:2]=[CH:3][CH:4]=3)[C:9]([N:12]=[C:35]=[S:32])=[CH:8][CH:7]=2)[CH2:25][CH2:36]1. The catalyst class is: 4.